This data is from Catalyst prediction with 721,799 reactions and 888 catalyst types from USPTO. The task is: Predict which catalyst facilitates the given reaction. (1) Reactant: [S:1]1[CH:5]=[C:4]([CH2:6][N:7]([C@@H:30]([CH3:38])[CH:31]([O:35][CH2:36][CH3:37])[O:32][CH2:33][CH3:34])[C:8](=[O:29])[C@@H:9]([NH:11]C(=O)OCC2C3C=CC=CC=3C3C2=CC=CC=3)[CH3:10])[C:3]2[CH:39]=[CH:40][CH:41]=[CH:42][C:2]1=2.N1CCCCC1.CC(=O)OCC.CO. Product: [NH2:11][C@@H:9]([CH3:10])[C:8]([N:7]([CH2:6][C:4]1[C:3]2[CH:39]=[CH:40][CH:41]=[CH:42][C:2]=2[S:1][CH:5]=1)[C@@H:30]([CH3:38])[CH:31]([O:35][CH2:36][CH3:37])[O:32][CH2:33][CH3:34])=[O:29]. The catalyst class is: 2. (2) Reactant: [CH2:1]([O:3][C:4](=[O:43])/[CH:5]=[CH:6]/[CH2:7][CH2:8][CH2:9][CH:10]1[C:15]2=[N:16][C:17]([C:27]3[CH:32]=[CH:31][C:30]([CH3:33])=[CH:29][CH:28]=3)=[C:18]([C:20]3[CH:25]=[CH:24][C:23]([CH3:26])=[CH:22][CH:21]=3)[N:19]=[C:14]2[CH:13]=[CH:12][N:11]1[C:34]([O:36][C:37]1[CH:42]=[CH:41][CH:40]=[CH:39][CH:38]=1)=[O:35])[CH3:2]. Product: [CH2:1]([O:3][C:4](=[O:43])[CH2:5][CH2:6][CH2:7][CH2:8][CH2:9][CH:10]1[C:15]2=[N:16][C:17]([C:27]3[CH:28]=[CH:29][C:30]([CH3:33])=[CH:31][CH:32]=3)=[C:18]([C:20]3[CH:25]=[CH:24][C:23]([CH3:26])=[CH:22][CH:21]=3)[N:19]=[C:14]2[CH2:13][CH2:12][N:11]1[C:34]([O:36][C:37]1[CH:38]=[CH:39][CH:40]=[CH:41][CH:42]=1)=[O:35])[CH3:2]. The catalyst class is: 19.